From a dataset of Forward reaction prediction with 1.9M reactions from USPTO patents (1976-2016). Predict the product of the given reaction. (1) Given the reactants [NH2:1][C:2]1[C:7]([F:8])=[C:6]([C:9]2[CH:14]=[CH:13][C:12]([Cl:15])=[C:11]([O:16][CH3:17])[C:10]=2[F:18])[N:5]=[C:4]([C:19]([OH:21])=[O:20])[C:3]=1[Cl:22].C(C1NC=CN=1)(C1NC=CN=1)=O.C(=O)=O.[CH2:38](O)[C:39]1[CH:44]=[CH:43][CH:42]=[CH:41][CH:40]=1, predict the reaction product. The product is: [NH2:1][C:2]1[C:7]([F:8])=[C:6]([C:9]2[CH:14]=[CH:13][C:12]([Cl:15])=[C:11]([O:16][CH3:17])[C:10]=2[F:18])[N:5]=[C:4]([C:19]([O:21][CH2:38][C:39]2[CH:44]=[CH:43][CH:42]=[CH:41][CH:40]=2)=[O:20])[C:3]=1[Cl:22]. (2) Given the reactants Cl[C:2]1[CH:3]=[C:4]2[C:9](=[CH:10][N:11]=1)[CH2:8][N:7]([C:12]1[C:17]([F:18])=[C:16]([O:19][CH3:20])[CH:15]=[C:14]([O:21][CH3:22])[C:13]=1[F:23])[C:6](=[O:24])[C:5]12[CH2:26][CH2:25]1.C1C=CC(P(C2C=CC3C(=CC=CC=3)C=2C2C3C(=CC=CC=3)C=CC=2P(C2C=CC=CC=2)C2C=CC=CC=2)C2C=CC=CC=2)=CC=1.C(=O)([O-])[O-].[Cs+].[Cs+].[N:79]1([C:85]2[CH:86]=[CH:87][C:88]([N+:92]([O-:94])=[O:93])=[C:89]([CH:91]=2)[NH2:90])[CH2:84][CH2:83][O:82][CH2:81][CH2:80]1.N#N, predict the reaction product. The product is: [F:18][C:17]1[C:16]([O:19][CH3:20])=[CH:15][C:14]([O:21][CH3:22])=[C:13]([F:23])[C:12]=1[N:7]1[C:6](=[O:24])[C:5]2([CH2:25][CH2:26]2)[C:4]2[C:9](=[CH:10][N:11]=[C:2]([NH:90][C:89]3[CH:91]=[C:85]([N:79]4[CH2:80][CH2:81][O:82][CH2:83][CH2:84]4)[CH:86]=[CH:87][C:88]=3[N+:92]([O-:94])=[O:93])[CH:3]=2)[CH2:8]1. (3) Given the reactants [N:1]1([CH:5]2[CH:14]([CH2:15][C:16]3[CH:21]=[CH:20][CH:19]=[CH:18][CH:17]=3)[C:13]3[C:8](=[CH:9][CH:10]=[C:11]([N:22]4[CH2:25][CH:24]([NH2:26])[CH2:23]4)[CH:12]=3)[O:7][CH2:6]2)[CH2:4][CH2:3][CH2:2]1.[CH3:27][N:28]1[CH:32]=[C:31]([S:33](Cl)(=[O:35])=[O:34])[N:30]=[CH:29]1, predict the reaction product. The product is: [N:1]1([C@H:5]2[C@@H:14]([CH2:15][C:16]3[CH:21]=[CH:20][CH:19]=[CH:18][CH:17]=3)[C:13]3[C:8](=[CH:9][CH:10]=[C:11]([N:22]4[CH2:23][CH:24]([NH:26][S:33]([C:31]5[N:30]=[CH:29][N:28]([CH3:27])[CH:32]=5)(=[O:35])=[O:34])[CH2:25]4)[CH:12]=3)[O:7][CH2:6]2)[CH2:2][CH2:3][CH2:4]1.